Dataset: Full USPTO retrosynthesis dataset with 1.9M reactions from patents (1976-2016). Task: Predict the reactants needed to synthesize the given product. (1) Given the product [Cl:1][C:2]1[C:6]([Cl:7])=[C:5]([CH3:8])[NH:4][C:3]=1[C:9]([NH:11][CH:12]1[CH2:13][CH2:14][N:15]([C:18]2[S:22][CH:21]=[N:20][N:19]=2)[CH2:16][CH2:17]1)=[O:10], predict the reactants needed to synthesize it. The reactants are: [Cl:1][C:2]1[C:6]([Cl:7])=[C:5]([CH3:8])[NH:4][C:3]=1[C:9]([NH:11][CH:12]1[CH2:17][CH2:16][N:15]([C:18]2[S:22][C:21](C(O)=O)=[N:20][N:19]=2)[CH2:14][CH2:13]1)=[O:10].C(#N)C. (2) Given the product [CH3:14][O:15][C:16]([C:18]1([C:22]2[CH:23]=[CH:24][C:25]([NH:28][C:10]3[CH:11]=[C:6]([NH:5][C:1]([CH3:4])([CH3:3])[CH3:2])[N:7]=[C:8]([Cl:13])[N:9]=3)=[CH:26][CH:27]=2)[CH2:19][CH2:20][CH2:21]1)=[O:17], predict the reactants needed to synthesize it. The reactants are: [C:1]([NH:5][C:6]1[CH:11]=[C:10](Cl)[N:9]=[C:8]([Cl:13])[N:7]=1)([CH3:4])([CH3:3])[CH3:2].[CH3:14][O:15][C:16]([C:18]1([C:22]2[CH:27]=[CH:26][C:25]([NH2:28])=[CH:24][CH:23]=2)[CH2:21][CH2:20][CH2:19]1)=[O:17].C1(P(C2C=CC=CC=2)CCCP(C2C=CC=CC=2)C2C=CC=CC=2)C=CC=CC=1.CC(C)([O-])C.[Na+]. (3) Given the product [ClH:1].[CH3:29][O:14][C:13]([C:11]1[S:12][C:8]([C:5]2[N:4]=[C:3]([NH:16][C:17]3[NH:21][N:20]=[C:19]([CH:22]4[CH2:23][CH2:24]4)[CH:18]=3)[C:2]([Cl:1])=[CH:7][N:6]=2)=[CH:9][CH:10]=1)=[O:15], predict the reactants needed to synthesize it. The reactants are: [Cl:1][C:2]1[C:3]([NH:16][C:17]2[NH:21][N:20]=[C:19]([CH:22]3[CH2:24][CH2:23]3)[CH:18]=2)=[N:4][C:5]([C:8]2[S:12][C:11]([C:13]([OH:15])=[O:14])=[CH:10][CH:9]=2)=[N:6][CH:7]=1.O=S(Cl)Cl.[CH3:29]O. (4) Given the product [Cl:1][C:2]1[CH:28]=[C:27]([Cl:29])[CH:26]=[CH:25][C:3]=1[CH2:4][N:5]1[C:9]([CH2:10][CH2:11][C:12]([OH:14])=[O:13])=[CH:8][C:7]([O:17][CH2:18][C:19]2[O:20][C:21]([CH3:24])=[N:22][N:23]=2)=[N:6]1, predict the reactants needed to synthesize it. The reactants are: [Cl:1][C:2]1[CH:28]=[C:27]([Cl:29])[CH:26]=[CH:25][C:3]=1[CH2:4][N:5]1[C:9]([CH2:10][CH2:11][C:12]([O:14]CC)=[O:13])=[CH:8][C:7]([O:17][CH2:18][C:19]2[O:20][C:21]([CH3:24])=[N:22][N:23]=2)=[N:6]1.O.[OH-].[Li+].C(O)(=O)CC(CC(O)=O)(C(O)=O)O. (5) Given the product [C:13]([O:17][C:18](=[O:26])[NH:19][C:20]1([C:23]2[N:24]=[C:3]([NH2:2])[CH:4]=[CH:5][N:25]=2)[CH2:22][CH2:21]1)([CH3:16])([CH3:14])[CH3:15], predict the reactants needed to synthesize it. The reactants are: C[N:2](C)[CH:3]=[CH:4][C:5]#N.CC[O-].[Na+].Cl.[C:13]([O:17][C:18](=[O:26])[NH:19][C:20]1([C:23](=[NH:25])[NH2:24])[CH2:22][CH2:21]1)([CH3:16])([CH3:15])[CH3:14].[NH4+].[Cl-].N. (6) Given the product [Cl:1][CH2:2][S:3]([N:6]([CH:7]1[CH2:12][CH2:11][N:10]([C:28]2[N:27]=[C:26]([N:25]3[C:24]4[CH:44]=[CH:45][CH:46]=[C:47]([O:48][CH3:49])[C:23]=4[N:22]=[C:21]3[CH:20]([F:50])[F:19])[N:31]=[C:30]([N:32]3[CH2:33][CH2:34][O:35][CH2:36][CH2:37]3)[N:29]=2)[CH2:9][CH2:8]1)[CH2:13][CH2:14][CH2:15][N:16]([CH3:17])[CH3:18])(=[O:4])=[O:5], predict the reactants needed to synthesize it. The reactants are: [Cl:1][CH2:2][S:3]([N:6]([CH2:13][CH2:14][CH2:15][N:16]([CH3:18])[CH3:17])[CH:7]1[CH2:12][CH2:11][NH:10][CH2:9][CH2:8]1)(=[O:5])=[O:4].[F:19][CH:20]([F:50])[C:21]1[N:25]([C:26]2[N:31]=[C:30]([N:32]3[CH2:37][CH2:36][O:35][CH2:34][CH2:33]3)[N:29]=[C:28](N3CCNCC3)[N:27]=2)[C:24]2[CH:44]=[CH:45][CH:46]=[C:47]([O:48][CH3:49])[C:23]=2[N:22]=1.CCN(C(C)C)C(C)C.C(Cl)Cl.CO.